Dataset: Catalyst prediction with 721,799 reactions and 888 catalyst types from USPTO. Task: Predict which catalyst facilitates the given reaction. (1) Reactant: [NH2:1][C:2]1[C:7]([C:8]#[N:9])=[CH:6][N:5]=[C:4](Cl)[N:3]=1.[C@H:11]1([NH2:21])[C:20]2[C:15](=[CH:16][CH:17]=[CH:18][CH:19]=2)[CH2:14][CH2:13][CH2:12]1.C(=O)([O-])[O-].[K+].[K+]. Product: [NH2:1][C:2]1[C:7]([C:8]#[N:9])=[CH:6][N:5]=[C:4]([NH:21][C@H:11]2[C:20]3[C:15](=[CH:16][CH:17]=[CH:18][CH:19]=3)[CH2:14][CH2:13][CH2:12]2)[N:3]=1. The catalyst class is: 9. (2) Reactant: [CH3:1][C:2]1[CH:7]=[CH:6][C:5]([CH3:8])=[CH:4][N:3]=1.[OH:9]O. Product: [CH3:1][C:2]1[CH:7]=[CH:6][C:5]([CH3:8])=[CH:4][N+:3]=1[O-:9]. The catalyst class is: 86. (3) Reactant: C(OC([N:11]1[CH2:16][CH2:15][CH:14]([C:17](=[N:19][OH:20])[CH3:18])[CH2:13][CH2:12]1)=O)C1C=CC=CC=1.[C:32]([O:31][C:29](O[C:29]([O:31][C:32]([CH3:35])([CH3:34])[CH3:33])=[O:30])=[O:30])([CH3:35])([CH3:34])[CH3:33].[H][H]. Product: [C:32]([O:31][C:29]([N:11]1[CH2:16][CH2:15][CH:14]([C:17](=[N:19][OH:20])[CH3:18])[CH2:13][CH2:12]1)=[O:30])([CH3:33])([CH3:34])[CH3:35]. The catalyst class is: 354.